This data is from Forward reaction prediction with 1.9M reactions from USPTO patents (1976-2016). The task is: Predict the product of the given reaction. (1) Given the reactants [CH3:1][C:2]1[CH:7]=[C:6](B2OC(C)(C)C(C)(C)O2)[CH:5]=[C:4]([NH2:17])[C:3]=1[NH2:18].Br[C:20]1[N:25]=[C:24]2[N:26]([CH2:31][CH:32]3[CH2:37][CH2:36][O:35][CH2:34][CH2:33]3)[C:27](=[O:30])[CH2:28][NH:29][C:23]2=[N:22][CH:21]=1.ClCCl.C(=O)([O-])[O-].[Na+].[Na+], predict the reaction product. The product is: [NH2:17][C:4]1[CH:5]=[C:6]([C:20]2[N:25]=[C:24]3[N:26]([CH2:31][CH:32]4[CH2:37][CH2:36][O:35][CH2:34][CH2:33]4)[C:27](=[O:30])[CH2:28][NH:29][C:23]3=[N:22][CH:21]=2)[CH:7]=[C:2]([CH3:1])[C:3]=1[NH2:18]. (2) Given the reactants [OH-:1].[K+].[CH3:3][O:4][C:5]1[CH:6]=[C:7]([C:13]2[C:22]3[N:21]=[CH:20][CH:19]=[N:18][C:17]=3C(C#N)=[CH:15][CH:14]=2)[CH:8]=[C:9]([O:11][CH3:12])[CH:10]=1.[CH2:25]([OH:28])[CH2:26]O, predict the reaction product. The product is: [CH3:3][O:4][C:5]1[CH:6]=[C:7]([C:13]2[C:22]3[N:21]=[CH:20][CH:19]=[N:18][C:17]=3[C:26]([C:25]([OH:28])=[O:1])=[CH:15][CH:14]=2)[CH:8]=[C:9]([O:11][CH3:12])[CH:10]=1. (3) Given the reactants [Cl:1][C:2]1[C:3]([C:8]([OH:10])=O)=[N:4][N:5]([CH3:7])[CH:6]=1.O1CCCC1.C(Cl)(=O)C(Cl)=O.[NH2:22][C:23]1[CH:24]=[C:25]([CH:42]=[CH:43][C:44]=1[CH3:45])[O:26][C:27]1[CH:28]=[CH:29][C:30]2[N:31]([CH:33]=[C:34]([NH:36][C:37]([CH:39]3[CH2:41][CH2:40]3)=[O:38])[N:35]=2)[N:32]=1, predict the reaction product. The product is: [Cl:1][C:2]1[C:3]([C:8]([NH:22][C:23]2[CH:24]=[C:25]([O:26][C:27]3[CH:28]=[CH:29][C:30]4[N:31]([CH:33]=[C:34]([NH:36][C:37]([CH:39]5[CH2:40][CH2:41]5)=[O:38])[N:35]=4)[N:32]=3)[CH:42]=[CH:43][C:44]=2[CH3:45])=[O:10])=[N:4][N:5]([CH3:7])[CH:6]=1. (4) Given the reactants C([O:5][C:6]([N:8]1[CH2:13][CH2:12][N:11]([C:14]2[C:19]([O:20][CH2:21][C:22]3[CH:27]=[CH:26][N:25]=[CH:24][CH:23]=3)=[N:18][C:17]([C:28]#[N:29])=[C:16]([C:30]#[N:31])[N:15]=2)[CH2:10][CH2:9]1)=O)(C)(C)C.C(O)(C(F)(F)F)=O.[F:39][C:40]([F:55])([F:54])[C:41]1[CH:42]=[C:43]([N:51]=C=O)[CH:44]=[C:45]([C:47]([F:50])([F:49])[F:48])[CH:46]=1, predict the reaction product. The product is: [F:39][C:40]([F:54])([F:55])[C:41]1[CH:42]=[C:43]([NH:51][C:6]([N:8]2[CH2:9][CH2:10][N:11]([C:14]3[C:19]([O:20][CH2:21][C:22]4[CH:23]=[CH:24][N:25]=[CH:26][CH:27]=4)=[N:18][C:17]([C:28]#[N:29])=[C:16]([C:30]#[N:31])[N:15]=3)[CH2:12][CH2:13]2)=[O:5])[CH:44]=[C:45]([C:47]([F:48])([F:50])[F:49])[CH:46]=1.